This data is from Full USPTO retrosynthesis dataset with 1.9M reactions from patents (1976-2016). The task is: Predict the reactants needed to synthesize the given product. The reactants are: [Br:1][C:2]1[CH:3]=[C:4]([N:10]2[C:14]3=[N:15][CH:16]=[CH:17][CH:18]=[C:13]3[C:12]([C:19]([O:21][CH3:22])=[O:20])=[N:11]2)[CH:5]=[C:6]([CH2:8]Cl)[CH:7]=1.[CH3:23][N:24](C)C=O. Given the product [Br:1][C:2]1[CH:3]=[C:4]([N:10]2[C:14]3=[N:15][CH:16]=[CH:17][CH:18]=[C:13]3[C:12]([C:19]([O:21][CH3:22])=[O:20])=[N:11]2)[CH:5]=[C:6]([CH2:8][C:23]#[N:24])[CH:7]=1, predict the reactants needed to synthesize it.